From a dataset of Forward reaction prediction with 1.9M reactions from USPTO patents (1976-2016). Predict the product of the given reaction. (1) Given the reactants C[Si]([N-][Si](C)(C)C)(C)C.[Li+].[CH3:11][C:12]1[C:21](=[O:22])[CH2:20][CH2:19][CH:18]2[C:13]=1[CH2:14][CH2:15][N:16]([C:23]([O:25][C:26]([CH3:29])([CH3:28])[CH3:27])=[O:24])[CH2:17]2.Cl[Si](C)(C)C.C([O-])([O-])=O.[Na+].[Na+].[F-].C([N+](CCCC)(CCCC)CCCC)CCC, predict the reaction product. The product is: [OH:22][C:21]1[C:12]([CH3:11])=[C:13]2[C:18](=[CH:19][CH:20]=1)[CH2:17][N:16]([C:23]([O:25][C:26]([CH3:28])([CH3:27])[CH3:29])=[O:24])[CH2:15][CH2:14]2. (2) Given the reactants [Cl:1][C:2]1[CH:3]=[C:4]([CH:14]=[CH:15][C:16]=1[Cl:17])[CH2:5][N:6]1[CH2:11][CH2:10][O:9][C@@H:8]([CH2:12][NH2:13])[CH2:7]1.[C:18]1([C:24]2[O:25][C:26]([CH3:33])=[C:27]([CH2:29][C:30](O)=[O:31])[N:28]=2)[CH:23]=[CH:22][CH:21]=[CH:20][CH:19]=1, predict the reaction product. The product is: [Cl:1][C:2]1[CH:3]=[C:4]([CH:14]=[CH:15][C:16]=1[Cl:17])[CH2:5][N:6]1[CH2:11][CH2:10][O:9][C@@H:8]([CH2:12][NH:13][C:30](=[O:31])[CH2:29][C:27]2[N:28]=[C:24]([C:18]3[CH:23]=[CH:22][CH:21]=[CH:20][CH:19]=3)[O:25][C:26]=2[CH3:33])[CH2:7]1. (3) Given the reactants [C:1]1([C:20]2[CH:25]=[CH:24][CH:23]=[CH:22][CH:21]=2)[CH:6]=[CH:5][C:4]([CH2:7][C@H:8]([NH:12][C:13]([O:15][C:16]([CH3:19])([CH3:18])[CH3:17])=[O:14])[C:9](O)=O)=[CH:3][CH:2]=1.F[P-](F)(F)(F)(F)F.N1(O[P+](N(C)C)(N(C)C)N(C)C)C2C=CC=CC=2N=N1.CCN(C(C)C)C(C)C.[N:62]1[CH:67]=[CH:66][C:65]([NH2:68])=[C:64]([NH2:69])[CH:63]=1, predict the reaction product. The product is: [C:1]1([C:20]2[CH:25]=[CH:24][CH:23]=[CH:22][CH:21]=2)[CH:6]=[CH:5][C:4]([CH2:7][C@H:8]([NH:12][C:13](=[O:14])[O:15][C:16]([CH3:19])([CH3:18])[CH3:17])[C:9]2[NH:69][C:64]3[CH:63]=[N:62][CH:67]=[CH:66][C:65]=3[N:68]=2)=[CH:3][CH:2]=1. (4) Given the reactants [CH3:1][C:2]1[CH:10]=[CH:9][C:5]([C:6]([OH:8])=O)=[CH:4][C:3]=1[NH:11][C:12]([C:14]1[CH:19]=[CH:18][C:17]([NH:20][C:21]2[N:30]=[C:29]([C:31]3[CH:36]=[CH:35][CH:34]=[CH:33][CH:32]=3)[C:28]3[C:23](=[CH:24][CH:25]=[CH:26][CH:27]=3)[N:22]=2)=[CH:16][CH:15]=1)=[O:13].Cl.[CH3:38][NH:39][O:40][CH3:41].CCN(C(C)C)C(C)C.CN(C(ON1N=NC2C=CC=NC1=2)=[N+](C)C)C.F[P-](F)(F)(F)(F)F, predict the reaction product. The product is: [CH3:38][N:39]([O:40][CH3:41])[C:6](=[O:8])[C:5]1[CH:9]=[CH:10][C:2]([CH3:1])=[C:3]([NH:11][C:12]([C:14]2[CH:15]=[CH:16][C:17]([NH:20][C:21]3[N:30]=[C:29]([C:28]4[CH:27]=[CH:26][CH:25]=[CH:24][CH:23]=4)[C:31]4[C:36](=[CH:35][CH:34]=[CH:33][CH:32]=4)[N:22]=3)=[CH:18][CH:19]=2)=[O:13])[CH:4]=1. (5) Given the reactants [CH2:1]([O:3][C:4](=[O:25])[CH2:5][N:6]([C:18]([O:20][C:21]([CH3:24])([CH3:23])[CH3:22])=[O:19])[CH2:7][C:8]1[CH:13]=[C:12]([Cl:14])[CH:11]=[CH:10][C:9]=1[N+:15]([O-])=O)[CH3:2].[H][H], predict the reaction product. The product is: [CH2:1]([O:3][C:4](=[O:25])[CH2:5][N:6]([CH2:7][C:8]1[CH:13]=[C:12]([Cl:14])[CH:11]=[CH:10][C:9]=1[NH2:15])[C:18]([O:20][C:21]([CH3:24])([CH3:22])[CH3:23])=[O:19])[CH3:2].